The task is: Predict the reaction yield, written as a fraction of the theoretical maximum amount of product (1.0 means a 100% yield; for example, 0.34 means a 34% yield).. This data is from Reaction yield outcomes from USPTO patents with 853,638 reactions. (1) The reactants are [CH3:1][O:2][C:3]([C:5]1[S:6][C:7]([C:11]2[CH:16]=[CH:15][CH:14]=[CH:13][CH:12]=2)=[CH:8][C:9]=1[NH2:10])=[O:4].CO[C:19]([CH3:21])=[CH2:20].CC(O)=O.[BH-](OC(C)=O)(OC(C)=O)OC(C)=O.[Na+].C([O-])(O)=O.[Na+]. The catalyst is ClCCCl.CCOC(C)=O.O. The product is [CH3:1][O:2][C:3]([C:5]1[S:6][C:7]([C:11]2[CH:16]=[CH:15][CH:14]=[CH:13][CH:12]=2)=[CH:8][C:9]=1[NH:10][CH:19]([CH3:21])[CH3:20])=[O:4]. The yield is 0.960. (2) The reactants are C([O:4][CH2:5][C:6]1[CH:11]=[CH:10][N:9]2[N:12]=[C:13]([NH:26][C:27](=[O:32])[C:28]([F:31])([F:30])[F:29])[C:14]([C:15]([NH:17][C:18]3[CH:19]=[N:20][CH:21]=[CH:22][C:23]=3[O:24][CH3:25])=[O:16])=[C:8]2[N:7]=1)C=C.CN1C(=O)CC(=O)N(C)C1=O.C(Cl)Cl.CO. The catalyst is C(Cl)Cl.CO.C1C=CC([P]([Pd]([P](C2C=CC=CC=2)(C2C=CC=CC=2)C2C=CC=CC=2)([P](C2C=CC=CC=2)(C2C=CC=CC=2)C2C=CC=CC=2)[P](C2C=CC=CC=2)(C2C=CC=CC=2)C2C=CC=CC=2)(C2C=CC=CC=2)C2C=CC=CC=2)=CC=1. The product is [OH:4][CH2:5][C:6]1[CH:11]=[CH:10][N:9]2[N:12]=[C:13]([NH:26][C:27](=[O:32])[C:28]([F:30])([F:31])[F:29])[C:14]([C:15]([NH:17][C:18]3[CH:19]=[N:20][CH:21]=[CH:22][C:23]=3[O:24][CH3:25])=[O:16])=[C:8]2[N:7]=1. The yield is 0.840. (3) The reactants are [CH3:1][O:2][C:3]1[CH:11]=[C:10]2[C:6]([C:7]([CH:13]=O)=[CH:8][N:9]2[CH3:12])=[CH:5][CH:4]=1.C[C:16]1[NH:17]C2C(C=1C=O)=CC=CC=2. No catalyst specified. The product is [CH3:1][O:2][C:3]1[CH:11]=[C:10]2[C:6]([C:7]([CH2:13][NH:17][CH3:16])=[CH:8][N:9]2[CH3:12])=[CH:5][CH:4]=1. The yield is 0.870. (4) The reactants are [Cl:1][C:2]1[CH:7]=[C:6](I)[C:5]([Cl:9])=[CH:4][N:3]=1.[NH2:10][C:11]1[CH:18]=[CH:17][C:16]([F:19])=[CH:15][C:12]=1[C:13]#[N:14].[O-]P(OP(OP([O-])([O-])=O)([O-])=O)(=O)[O-].[K+].[K+].[K+].[K+].[K+]. The catalyst is O1CCOCC1.C([O-])(=O)C.[Pd+2].C([O-])(=O)C.C1C=CC(P(C2C(OC3C(P(C4C=CC=CC=4)C4C=CC=CC=4)=CC=CC=3)=CC=CC=2)C2C=CC=CC=2)=CC=1. The product is [Cl:1][C:2]1[CH:7]=[C:6]([NH:10][C:11]2[CH:18]=[CH:17][C:16]([F:19])=[CH:15][C:12]=2[C:13]#[N:14])[C:5]([Cl:9])=[CH:4][N:3]=1. The yield is 0.860. (5) The reactants are C(O[CH:4]=[C:5]([CH3:12])[C:6](=O)[C:7]([F:10])([F:9])[F:8])C.O.[NH2:14][NH2:15]. The catalyst is C(O)C. The product is [CH3:12][C:5]1[C:6]([C:7]([F:10])([F:9])[F:8])=[N:14][NH:15][CH:4]=1. The yield is 0.867.